This data is from Forward reaction prediction with 1.9M reactions from USPTO patents (1976-2016). The task is: Predict the product of the given reaction. The product is: [Si:40]([O:43][CH2:44][CH2:45][N:10]1[CH2:11][C:12]2[C:23]([O:24][CH3:25])=[N:22][C:21]([CH3:26])=[CH:20][C:13]=2[CH2:14][CH2:15][CH:16]=[CH:17][CH2:18][C:19]2[C:4]([N:3]([CH2:1][CH3:2])[CH:28]3[CH2:29][CH2:30][O:31][CH2:32][CH2:33]3)=[CH:5][CH:6]=[CH:7][C:8]=2[C:9]1=[O:27])([C:36]([CH3:39])([CH3:38])[CH3:37])([CH3:42])[CH3:41]. Given the reactants [CH2:1]([N:3]([CH:28]1[CH2:33][CH2:32][O:31][CH2:30][CH2:29]1)[C:4]1[C:19]2[CH2:18][CH:17]=[CH:16][CH2:15][CH2:14][C:13]3[CH:20]=[C:21]([CH3:26])[N:22]=[C:23]([O:24][CH3:25])[C:12]=3[CH2:11][NH:10][C:9](=[O:27])[C:8]=2[CH:7]=[CH:6][CH:5]=1)[CH3:2].[H-].[Na+].[C:36]([Si:40]([O:43][CH2:44][CH2:45]I)([CH3:42])[CH3:41])([CH3:39])([CH3:38])[CH3:37], predict the reaction product.